From a dataset of Full USPTO retrosynthesis dataset with 1.9M reactions from patents (1976-2016). Predict the reactants needed to synthesize the given product. (1) Given the product [CH3:1][O:2][C:3](=[O:17])[CH:4]([N:12]([C:19]([O:21][C:22]([CH3:25])([CH3:24])[CH3:23])=[O:18])[CH2:13][CH2:14][CH2:15][Cl:16])[C:5]1[CH:6]=[CH:7][C:8]([F:11])=[CH:9][CH:10]=1, predict the reactants needed to synthesize it. The reactants are: [CH3:1][O:2][C:3](=[O:17])[CH:4]([NH:12][CH2:13][CH2:14][CH2:15][Cl:16])[C:5]1[CH:10]=[CH:9][C:8]([F:11])=[CH:7][CH:6]=1.[O:18](C(OC(C)(C)C)=O)[C:19]([O:21][C:22]([CH3:25])([CH3:24])[CH3:23])=O.C(N(CC)CC)C. (2) Given the product [CH:20]([C:17]1[CH:16]=[CH:15][C:14]([C:12]([C:3]2[CH:4]=[C:5]([O:8][CH2:9][C:10]#[CH:11])[CH:6]=[CH:7][C:2]=2[NH:1][CH2:29][C:28]2[CH:31]=[CH:32][CH:33]=[C:26]([N+:23]([O-:25])=[O:24])[CH:27]=2)=[O:13])=[CH:19][CH:18]=1)([CH3:22])[CH3:21], predict the reactants needed to synthesize it. The reactants are: [NH2:1][C:2]1[CH:7]=[CH:6][C:5]([O:8][CH2:9][C:10]#[CH:11])=[CH:4][C:3]=1[C:12]([C:14]1[CH:19]=[CH:18][C:17]([CH:20]([CH3:22])[CH3:21])=[CH:16][CH:15]=1)=[O:13].[N+:23]([C:26]1[CH:27]=[C:28]([CH:31]=[CH:32][CH:33]=1)[CH2:29]Br)([O-:25])=[O:24].CCN(C(C)C)C(C)C. (3) Given the product [C:25]([O:15][C@@H:10]1[CH2:11][CH2:12][CH2:13][CH2:14][C@H:9]1[N:6]1[C:5]2[CH:16]=[C:17]([Cl:18])[C:2]([Cl:1])=[CH:3][C:4]=2[N:8]=[CH:7]1)(=[O:27])[CH3:26], predict the reactants needed to synthesize it. The reactants are: [Cl:1][C:2]1[C:17]([Cl:18])=[CH:16][C:5]2[N:6]([C@@H:9]3[CH2:14][CH2:13][CH2:12][CH2:11][C@H:10]3[OH:15])[CH:7]=[N:8][C:4]=2[CH:3]=1.N1C=CC=CC=1.[C:25](OC(=O)C)(=[O:27])[CH3:26]. (4) Given the product [NH2:1][C:4]1[CH:5]=[C:6]([C:10]([C:12]2[CH:20]=[C:19]3[C:15]([C:16]([CH:29]=[CH:30][C:31]4[CH:32]=[CH:33][CH:34]=[CH:35][CH:36]=4)=[N:17][NH:18]3)=[CH:14][CH:13]=2)=[O:11])[CH:7]=[CH:8][CH:9]=1, predict the reactants needed to synthesize it. The reactants are: [N+:1]([C:4]1[CH:5]=[C:6]([C:10]([C:12]2[CH:20]=[C:19]3[C:15]([C:16]([CH:29]=[CH:30][C:31]4[CH:36]=[CH:35][CH:34]=[CH:33][CH:32]=4)=[N:17][N:18]3COCC[Si](C)(C)C)=[CH:14][CH:13]=2)=[O:11])[CH:7]=[CH:8][CH:9]=1)([O-])=O.NC1C=C(C(C2C=C3C(C(C=CC4C=CC=CC=4)=NN3COCC[Si](C)(C)C)=CC=2)=O)C=CC=1. (5) Given the product [C:4]([O:3][C:1]([NH:8][C@H:9]([C:17]([O:19][CH2:41][C:31]12[CH2:40][CH:35]3[CH2:34][CH:33]([CH2:39][CH:37]([CH2:36]3)[CH2:38]1)[CH2:32]2)=[O:18])[CH2:10][C:11]1[CH:12]=[CH:13][CH:14]=[CH:15][CH:16]=1)=[O:2])([CH3:5])([CH3:7])[CH3:6], predict the reactants needed to synthesize it. The reactants are: [C:1]([NH:8][C@H:9]([C:17]([OH:19])=[O:18])[CH2:10][C:11]1[CH:16]=[CH:15][CH:14]=[CH:13][CH:12]=1)([O:3][C:4]([CH3:7])([CH3:6])[CH3:5])=[O:2].C(Cl)CCl.C(N(CC)CC)C.[C:31]12([CH2:41]O)[CH2:40][CH:35]3[CH2:36][CH:37]([CH2:39][CH:33]([CH2:34]3)[CH2:32]1)[CH2:38]2. (6) The reactants are: [CH3:1][O:2][C:3](=[O:20])[C:4]1[CH:9]=[C:8]([O:10][CH3:11])[C:7]([O:12][CH3:13])=[C:6]([CH2:14][CH2:15][CH:16]=[CH:17][CH2:18][CH3:19])[CH:5]=1. Given the product [CH3:1][O:2][C:3](=[O:20])[C:4]1[CH:9]=[C:8]([O:10][CH3:11])[C:7]([O:12][CH3:13])=[C:6]([CH2:14][CH2:15][CH2:16][CH2:17][CH2:18][CH3:19])[CH:5]=1, predict the reactants needed to synthesize it. (7) Given the product [O:1]1[CH:6]=[CH:5][CH2:4][CH2:3][CH:2]1[CH2:7][NH:10][CH3:9], predict the reactants needed to synthesize it. The reactants are: [O:1]1[CH:6]=[CH:5][CH2:4][CH2:3][CH:2]1[CH:7]=O.[CH3:9][NH2:10].[H][H]. (8) The reactants are: [C:1]([C:5]1[CH:6]=[C:7]2[C:11](=[C:12]([C:19]3[CH:24]=[CH:23][CH:22]=[CH:21][CH:20]=3)[C:13]=1[O:14][CH2:15][CH:16]([CH3:18])[CH3:17])[CH2:10][C:9]([CH3:25])=[CH:8]2)([CH3:4])([CH3:3])[CH3:2].C1(C)C=CC=CC=1.[Li]CCCC.[Cl:38][Si:39](Cl)([CH3:41])[CH3:40]. Given the product [C:1]([C:5]1[CH:6]=[C:7]2[C:11]([CH:10]=[C:9]([CH3:25])[CH:8]2[Si:39]([Cl:38])([CH3:41])[CH3:40])=[C:12]([C:19]2[CH:20]=[CH:21][CH:22]=[CH:23][CH:24]=2)[C:13]=1[O:14][CH2:15][CH:16]([CH3:18])[CH3:17])([CH3:2])([CH3:3])[CH3:4], predict the reactants needed to synthesize it. (9) Given the product [C:43]([C:47]1[N:51]=[C:50]([C:22]([N:24]2[CH2:33][CH2:32][C:31]3[C:26](=[CH:27][C:28]([C:2]4[CH:7]=[CH:6][N:5]=[C:4]5[NH:8][C:9]([C:11]6[CH:12]=[N:13][N:14]([CH3:16])[CH:15]=6)=[N:10][C:3]=45)=[CH:29][CH:30]=3)[CH2:25]2)=[O:23])[O:49][N:48]=1)([CH3:46])([CH3:45])[CH3:44], predict the reactants needed to synthesize it. The reactants are: Br[C:2]1[CH:7]=[CH:6][N:5]=[C:4]2[NH:8][C:9]([C:11]3[CH:12]=[N:13][N:14]([CH3:16])[CH:15]=3)=[N:10][C:3]=12.C(O[C:22]([N:24]1[CH2:33][CH2:32][C:31]2[C:26](=[CH:27][C:28](B3OC(C)(C)C(C)(C)O3)=[CH:29][CH:30]=2)[CH2:25]1)=[O:23])(C)(C)C.[C:43]([C:47]1[N:51]=[C:50](C(O)=O)[O:49][N:48]=1)([CH3:46])([CH3:45])[CH3:44].